Dataset: Experimentally validated miRNA-target interactions with 360,000+ pairs, plus equal number of negative samples. Task: Binary Classification. Given a miRNA mature sequence and a target amino acid sequence, predict their likelihood of interaction. (1) The miRNA is mmu-miR-24-1-5p with sequence GUGCCUACUGAGCUGAUAUCAGU. The protein sequence of the target gene is MRLPDLRPWTSLLLVDAALLWLLQGPLGTLLPQGLPGLWLEGTLRLGGLWGLLKLRGLLGFVGTLLLPLCLATPLTVSLRALVAGASRAPPARVASAPWSWLLVGYGAAGLSWSLWAVLSPPGAQEKEQDQVNNKVLMWRLLKLSRPDLPLLVAAFFFLVLAVLGETLIPHYSGRVIDILGGDFDPHAFASAIFFMCLFSFGSSLSAGCRGGCFTYTMSRINLRIREQLFSSLLRQDLGFFQETKTGELNSRLSSDTTLMSNWLPLNANVLLRSLVKVVGLYGFMLSISPRLTLLSLLHM.... Result: 0 (no interaction). (2) The miRNA is hsa-miR-587 with sequence UUUCCAUAGGUGAUGAGUCAC. The protein sequence of the target gene is MLAAAFADSNSSSMNVSFAHLHFAGGYLPSDSQDWRTIIPALLVAVCLVGFVGNLCVIGILLHNAWKGKPSMIHSLILNLSLADLSLLLFSAPIRATAYSKSVWDLGWFVCKSSDWFIHTCMAAKSLTIVVVAKVCFMYASDPAKQVSIHNYTIWSVLVAIWTVASLLPLPEWFFSTIRHHEGVEMCLVDVPAVAEEFMSMFGKLYPLLAFGLPLFFASFYFWRAYDQCKKRGTKTQNLRNQIRSKQVTVMLLSIAIISALLWLPEWVAWLWVWHLKAAGPAPPQGFIALSQVLMFSISS.... Result: 1 (interaction). (3) The miRNA is hsa-miR-205-3p with sequence GAUUUCAGUGGAGUGAAGUUC. The protein sequence of the target gene is MAAPQSRPRRGELILLCALLGTLWEIGRGQIRYSVPEETDKGSFVGNISKDLGLDPRKLAKHGVRIVSRGRTQLFALNPRSGSLITAGRIDREELCAQSPRCLININTLVEDKGKLFGVEIEIIDINDNNPKFQVEDLEVKINEIAVPGARYPLPEAVDPDVGVNSLQSYQLSPNHHFSLDVQTGDNGAINPELVLERALDREEEAAHHLVLTASDGGKPPRSSTVRIHVTVLDTNDNAPVFPHPIYRVKVLENMPPGTRLLTVTASDPDEGINGKVAYKFRKINEKQTPLFQLNENTGE.... Result: 0 (no interaction). (4) The miRNA is mmu-miR-339-5p with sequence UCCCUGUCCUCCAGGAGCUCACG. The protein sequence of the target gene is MLALEAAQLDGPHLSCLYPEGVFYDLDSCKPFSYPDSDGGLDSTWGWTEAPPAPAIAPYEAFDPATAAFSHSQTVQLCYSHGPNPSTYSPMGTLDPAPSLEAPGPGLQVYPPEDFTSQTLGSLAYAPYPSPVLSEEEDIMLDSPALEVSDSESDEALLAGSEGRGSEAGARKKLRLYQFLLGLLLRGDMRECVWWVEPGAGVFQFSSKHKELLARRWGQQKGNRKRMTYQKLARALRNYAKTGEIRKVKRKLTYQFDSALLPASRHV. Result: 1 (interaction).